Dataset: Full USPTO retrosynthesis dataset with 1.9M reactions from patents (1976-2016). Task: Predict the reactants needed to synthesize the given product. (1) Given the product [ClH:1].[CH3:16][O:15][CH2:14][CH2:13][N:8]1[C:7]2=[C:2]([NH:23][CH2:22][C:21]3[CH:24]=[CH:25][C:18]([CH3:17])=[CH:19][CH:20]=3)[N:3]=[CH:4][CH:5]=[C:6]2[C:10]([CH3:11])=[C:9]1[CH3:12], predict the reactants needed to synthesize it. The reactants are: [Cl:1][C:2]1[N:3]=[CH:4][CH:5]=[C:6]2[C:10]([CH3:11])=[C:9]([CH3:12])[N:8]([CH2:13][CH2:14][O:15][CH3:16])[C:7]=12.[CH3:17][C:18]1[CH:25]=[CH:24][C:21]([CH2:22][NH2:23])=[CH:20][CH:19]=1. (2) Given the product [Cl:1][C:2]1[CH:3]=[CH:4][C:5]([CH2:6][S:7]([C@@H:8]2[CH2:9][O:10][C@@H:11](/[C:14](/[CH3:26])=[CH:15]/[C:16]3[CH:21]=[CH:20][C:19]([C:22]([F:24])([F:23])[F:25])=[CH:18][CH:17]=3)[O:12][CH2:13]2)=[O:37])=[CH:27][CH:28]=1, predict the reactants needed to synthesize it. The reactants are: [Cl:1][C:2]1[CH:28]=[CH:27][C:5]([CH2:6][S:7][C@@H:8]2[CH2:13][O:12][C@@H:11](/[C:14](/[CH3:26])=[CH:15]/[C:16]3[CH:21]=[CH:20][C:19]([C:22]([F:25])([F:24])[F:23])=[CH:18][CH:17]=3)[O:10][CH2:9]2)=[CH:4][CH:3]=1.ClC1C=CC=C(C(OO)=[O:37])C=1. (3) Given the product [C:28]([CH2:27][N:18]1[C:19](=[O:20])[CH:14]([CH2:13][C:12]([O:11][CH2:9][CH3:10])=[O:25])[S:15][C:16]2[CH:24]=[CH:23][CH:22]=[CH:21][C:17]1=2)([OH:30])=[O:29], predict the reactants needed to synthesize it. The reactants are: [Li+].CC([N-]C(C)C)C.[CH2:9]([O:11][C:12](=[O:25])[CH2:13][CH:14]1[C:19](=[O:20])[NH:18][C:17]2[CH:21]=[CH:22][CH:23]=[CH:24][C:16]=2[S:15]1)[CH3:10].Br[CH2:27][C:28]([OH:30])=[O:29].Cl. (4) The reactants are: [OH:1][C:2]1[CH:3]=[C:4]([CH:7]=[CH:8][CH:9]=1)[CH:5]=[O:6].I[CH2:11][CH2:12][CH:13]([CH3:15])[CH3:14].[I-].[Na+]. Given the product [CH2:11]([O:1][C:2]1[CH:3]=[C:4]([CH:7]=[CH:8][CH:9]=1)[CH:5]=[O:6])[CH2:12][CH:13]([CH3:15])[CH3:14], predict the reactants needed to synthesize it. (5) Given the product [Br:12][CH:9]([CH3:10])[C:8]([C:5]1[CH:4]=[CH:3][C:2]([F:1])=[CH:7][CH:6]=1)=[O:11], predict the reactants needed to synthesize it. The reactants are: [F:1][C:2]1[CH:7]=[CH:6][C:5]([C:8](=[O:11])[CH2:9][CH3:10])=[CH:4][CH:3]=1.[Br:12]Br.